Predict the product of the given reaction. From a dataset of Forward reaction prediction with 1.9M reactions from USPTO patents (1976-2016). (1) The product is: [Cl:1][C:2]1[C:3]([NH:26][C@@H:27]2[C@@H:32]3[CH2:33][C@@H:29]([CH:30]=[CH:31]3)[C@@H:28]2[C:34]([NH2:36])=[O:35])=[C:4]2[N:10]=[C:9]([C:11]3[CH:16]=[CH:15][C:14]([CH2:17][N:18]4[CH2:23][CH2:22][N:21]([CH2:37][C@@H:38]([OH:40])[CH3:39])[CH2:20][CH2:19]4)=[CH:13][C:12]=3[O:24][CH3:25])[NH:8][C:5]2=[N:6][CH:7]=1. Given the reactants [Cl:1][C:2]1[C:3]([NH:26][C@@H:27]2[C@@H:32]3[CH2:33][C@@H:29]([CH:30]=[CH:31]3)[C@@H:28]2[C:34]([NH2:36])=[O:35])=[C:4]2[N:10]=[C:9]([C:11]3[CH:16]=[CH:15][C:14]([CH2:17][N:18]4[CH2:23][CH2:22][NH:21][CH2:20][CH2:19]4)=[CH:13][C:12]=3[O:24][CH3:25])[NH:8][C:5]2=[N:6][CH:7]=1.[CH2:37]1[O:40][C@H:38]1[CH3:39], predict the reaction product. (2) Given the reactants [CH:1]1(O)[C:11]2=[C:12]3[C:7](=[CH:8][CH:9]=[CH:10]2)[CH:6]=[CH:5][CH:4]=[C:3]3[CH2:2]1.[CH3:14][S:15][C:16]1[N:21]=[C:20]2[NH:22][N:23]=[CH:24][C:19]2=[CH:18][N:17]=1, predict the reaction product. The product is: [CH:1]1([N:22]2[C:20]3=[N:21][C:16]([S:15][CH3:14])=[N:17][CH:18]=[C:19]3[CH:24]=[N:23]2)[C:11]2=[C:12]3[C:7](=[CH:8][CH:9]=[CH:10]2)[CH:6]=[CH:5][CH:4]=[C:3]3[CH2:2]1. (3) Given the reactants [C:1]1([CH:7]2[C:16]3[C:11]4=[C:12]([CH:18]([C:21]5[CH:26]=[CH:25][CH:24]=[CH:23][CH:22]=5)[CH2:19][CH2:20][N:10]4[CH2:9][CH2:8]2)[CH:13]=[C:14]([NH2:17])[CH:15]=3)[CH:6]=[CH:5][CH:4]=[CH:3][CH:2]=1.[CH2:27]([N:29]=[C:30]=[O:31])[CH3:28], predict the reaction product. The product is: [C:21]1([CH:18]2[C:12]3[C:11]4=[C:16]([CH:7]([C:1]5[CH:2]=[CH:3][CH:4]=[CH:5][CH:6]=5)[CH2:8][CH2:9][N:10]4[CH2:20][CH2:19]2)[CH:15]=[C:14]([NH:17][C:30]([NH:29][CH2:27][CH3:28])=[O:31])[CH:13]=3)[CH:26]=[CH:25][CH:24]=[CH:23][CH:22]=1. (4) Given the reactants CC([O:4][C@@H:5]1[C@@:9]2([CH3:30])[CH2:10][CH2:11][C@@H:12]3[C@@:17]4([CH3:29])[CH2:18][C@H:19](N5CCOCC5)[C@@H:20]([OH:22])[CH2:21][C@@H:16]4[CH2:15][CH2:14][C@H:13]3[C@@H:8]2[CH2:7][C@@H:6]1[N+:31]1(CC=C)[CH2:35][CH2:34][CH2:33][CH2:32]1)=O.[Br-].[OH-].C[N+](C)(C)C, predict the reaction product. The product is: [O:22]1[C@H:20]2[CH2:19][C@H:18]3[C@:17]([CH3:29])([CH2:16][C@@H:21]12)[C@@H:12]1[C@H:13]([C@H:8]2[C@@:9]([CH2:10][CH2:11]1)([CH3:30])[C@@H:5]([OH:4])[C@@H:6]([N:31]1[CH2:35][CH2:34][CH2:33][CH2:32]1)[CH2:7]2)[CH2:14][CH2:15]3. (5) Given the reactants [CH2:1]([O:3][C:4]([N:6]1[CH:11]2[CH2:12][CH2:13][CH:7]1[CH2:8][CH:9]([C:14]1[N:19]3[N:20]=[C:21]([C:24]4[CH:29]=[CH:28][N:27]=[CH:26][CH:25]=4)[C:22](I)=[C:18]3[N:17]=[CH:16][CH:15]=1)[CH2:10]2)=[O:5])[CH3:2].[Cl:30][C:31]1[CH:32]=[CH:33][C:34](B2OC(C)(C)C(C)(C)O2)=[C:35]2[C:39]=1[NH:38][N:37]=[CH:36]2, predict the reaction product. The product is: [Cl:30][C:31]1[CH:32]=[CH:33][C:34]([C:22]2[C:21]([C:24]3[CH:29]=[CH:28][N:27]=[CH:26][CH:25]=3)=[N:20][N:19]3[C:14]([CH:9]4[CH2:8][CH:7]5[N:6]([C:4]([O:3][CH2:1][CH3:2])=[O:5])[CH:11]([CH2:12][CH2:13]5)[CH2:10]4)=[CH:15][CH:16]=[N:17][C:18]=23)=[C:35]2[C:39]=1[NH:38][N:37]=[CH:36]2. (6) Given the reactants [CH2:1]([N:3]([CH:29]1[CH2:34][CH2:33][O:32][CH2:31][CH2:30]1)[C:4]1[C:19]2[CH2:18][CH:17]=[CH:16][CH2:15][CH2:14][C:13]3[CH:20]=[C:21]([CH3:26])[N:22]=[C:23]([O:24]C)[C:12]=3[CH2:11][N:10]([CH3:27])[C:9](=[O:28])[C:8]=2[CH:7]=[CH:6][CH:5]=1)[CH3:2].Cl.CCOC(C)=O, predict the reaction product. The product is: [CH2:1]([N:3]([CH:29]1[CH2:30][CH2:31][O:32][CH2:33][CH2:34]1)[C:4]1[C:19]2[CH2:18][CH:17]=[CH:16][CH2:15][CH2:14][C:13]3[CH:20]=[C:21]([CH3:26])[NH:22][C:23](=[O:24])[C:12]=3[CH2:11][N:10]([CH3:27])[C:9](=[O:28])[C:8]=2[CH:7]=[CH:6][CH:5]=1)[CH3:2]. (7) Given the reactants [Cl:1][C:2]1[CH:3]=[CH:4][C:5]([N+:9]([O-:11])=[O:10])=[C:6]([OH:8])[CH:7]=1.[C:12]([O-])([O-])=O.[K+].[K+].IC, predict the reaction product. The product is: [Cl:1][C:2]1[CH:3]=[CH:4][C:5]([N+:9]([O-:11])=[O:10])=[C:6]([O:8][CH3:12])[CH:7]=1. (8) Given the reactants [CH2:1]([O:8][C:9]1[CH:32]=[CH:31][C:30]([Br:33])=[CH:29][C:10]=1[CH2:11][CH2:12][N:13]([C:16]1[CH:21]=[CH:20][C:19]([C:22]([O:24]C(C)(C)C)=[O:23])=[CH:18][N:17]=1)[CH2:14][CH3:15])[C:2]1[CH:7]=[CH:6][CH:5]=[CH:4][CH:3]=1.FC(F)(F)C(O)=O, predict the reaction product. The product is: [CH2:1]([O:8][C:9]1[CH:32]=[CH:31][C:30]([Br:33])=[CH:29][C:10]=1[CH2:11][CH2:12][N:13]([C:16]1[CH:21]=[CH:20][C:19]([C:22]([OH:24])=[O:23])=[CH:18][N:17]=1)[CH2:14][CH3:15])[C:2]1[CH:3]=[CH:4][CH:5]=[CH:6][CH:7]=1. (9) Given the reactants [CH3:1][O:2][C:3]([N:5]1[C@@H:13]2[C@@H:8]([C@@:9]([OH:23])([C:14]#[C:15][C:16]3[CH:17]=[C:18]([CH3:22])[CH:19]=[CH:20][CH:21]=3)[CH2:10][CH2:11][CH2:12]2)[CH2:7][CH2:6]1)=[O:4].[C:24]([O:28][C:29]([NH:31][CH2:32][CH2:33][C:34](O)=[O:35])=[O:30])([CH3:27])([CH3:26])[CH3:25], predict the reaction product. The product is: [CH3:1][O:2][C:3]([N:5]1[C@H:13]2[C@H:8]([C@:9]([O:23][C:34](=[O:35])[CH2:33][CH2:32][NH:31][C:29]([O:28][C:24]([CH3:26])([CH3:25])[CH3:27])=[O:30])([C:14]#[C:15][C:16]3[CH:17]=[C:18]([CH3:22])[CH:19]=[CH:20][CH:21]=3)[CH2:10][CH2:11][CH2:12]2)[CH2:7][CH2:6]1)=[O:4].